From a dataset of Full USPTO retrosynthesis dataset with 1.9M reactions from patents (1976-2016). Predict the reactants needed to synthesize the given product. Given the product [CH3:24][C:25]1[CH:30]=[C:29]([CH3:31])[N:28]=[C:27]([N:32]([CH3:33])[C:5](=[O:6])[CH2:4][CH2:3][N:2]([CH3:1])[C:8]2[CH:13]=[CH:12][C:11]([N+:14]([O-:16])=[O:15])=[CH:10][CH:9]=2)[CH:26]=1, predict the reactants needed to synthesize it. The reactants are: [CH3:1][N:2]([C:8]1[CH:13]=[CH:12][C:11]([N+:14]([O-:16])=[O:15])=[CH:10][CH:9]=1)[CH2:3][CH2:4][C:5](Cl)=[O:6].C(N(CC)CC)C.[CH3:24][C:25]1[CH:30]=[C:29]([CH3:31])[N:28]=[C:27]([NH:32][CH3:33])[CH:26]=1.